The task is: Predict the product of the given reaction.. This data is from Forward reaction prediction with 1.9M reactions from USPTO patents (1976-2016). (1) Given the reactants [NH2:1][C:2]([CH3:6])([CH3:5])[CH2:3][OH:4].[CH:7](=O)[C:8]1[CH:13]=[CH:12][CH:11]=[CH:10][CH:9]=1.C1(C)C=CC(S(O)(=O)=O)=CC=1, predict the reaction product. The product is: [CH2:7]([NH:1][C:2]([CH3:6])([CH3:5])[CH2:3][OH:4])[C:8]1[CH:13]=[CH:12][CH:11]=[CH:10][CH:9]=1. (2) Given the reactants C[Al](C)C.[Cl:5][C:6]1[CH:13]=[CH:12][C:9]([CH2:10][NH2:11])=[CH:8][CH:7]=1.[OH:14][CH2:15][C:16]#[C:17][C:18]1[N:19]=[C:20]2[C:25](=[CH:26][CH:27]=1)[N:24]([CH3:28])[CH:23]=[C:22]([C:29](OCC)=[O:30])[C:21]2=[O:34], predict the reaction product. The product is: [Cl:5][C:6]1[CH:13]=[CH:12][C:9]([CH2:10][NH:11][C:29]([C:22]2[C:21](=[O:34])[C:20]3[C:25](=[CH:26][CH:27]=[C:18]([C:17]#[C:16][CH2:15][OH:14])[N:19]=3)[N:24]([CH3:28])[CH:23]=2)=[O:30])=[CH:8][CH:7]=1. (3) Given the reactants [NH:1]1[C:9]2[C:4](=[C:5]([C:10]3[N:19]=[CH:18][C:17]4[N:16]([CH2:20][C:21]([O:23]C(C)(C)C)=[O:22])[CH2:15][C@@H:14]5[CH2:28][O:29][CH2:30][CH2:31][N:13]5[C:12]=4[N:11]=3)[CH:6]=[CH:7][CH:8]=2)[CH:3]=[CH:2]1.[ClH:32], predict the reaction product. The product is: [ClH:32].[NH:1]1[C:9]2[C:4](=[C:5]([C:10]3[N:19]=[CH:18][C:17]4[N:16]([CH2:20][C:21]([OH:23])=[O:22])[CH2:15][C@@H:14]5[CH2:28][O:29][CH2:30][CH2:31][N:13]5[C:12]=4[N:11]=3)[CH:6]=[CH:7][CH:8]=2)[CH:3]=[CH:2]1. (4) Given the reactants [NH2:1][C@H:2]1[CH2:6][N:5]([C:7]([O:9][C:10]([CH3:13])([CH3:12])[CH3:11])=[O:8])[C@@H:4]([CH3:14])[CH2:3]1.C(N(CC)CC)C.[Cl:22][C:23]1[CH:24]=[CH:25][C:26]([O:33][CH3:34])=[C:27]([S:29](Cl)(=[O:31])=[O:30])[CH:28]=1.O, predict the reaction product. The product is: [Cl:22][C:23]1[CH:24]=[CH:25][C:26]([O:33][CH3:34])=[C:27]([S:29]([NH:1][C@H:2]2[CH2:6][N:5]([C:7]([O:9][C:10]([CH3:13])([CH3:12])[CH3:11])=[O:8])[C@@H:4]([CH3:14])[CH2:3]2)(=[O:30])=[O:31])[CH:28]=1. (5) The product is: [Cl:23][C:9]1[S:10][CH:11]=[CH:12][C:8]=1[C:4]1[CH:3]=[C:2]([Cl:1])[CH:7]=[CH:6][N:5]=1. Given the reactants [Cl:1][C:2]1[CH:7]=[CH:6][N:5]=[C:4]([C:8]2[CH:12]=[CH:11][S:10][CH:9]=2)[CH:3]=1.S1C=CC=C1B(O)O.O.C(Cl)[Cl:23], predict the reaction product.